Predict the reaction yield, written as a fraction of the theoretical maximum amount of product (1.0 means a 100% yield; for example, 0.34 means a 34% yield). From a dataset of Reaction yield outcomes from USPTO patents with 853,638 reactions. (1) The reactants are [CH2:1]([O:8][C:9]1[C:10]([C:29](O)=[O:30])=[N:11][C:12]([CH2:16][C:17]2[C:22]([C:23]3[CH:28]=[CH:27][CH:26]=[CH:25][CH:24]=3)=[CH:21][CH:20]=[CH:19][N:18]=2)=[N:13][C:14]=1[OH:15])[C:2]1[CH:7]=[CH:6][CH:5]=[CH:4][CH:3]=1.[Si:32]([O:39][CH2:40][CH2:41][NH:42][CH:43]([CH3:45])[CH3:44])([C:35]([CH3:38])([CH3:37])[CH3:36])([CH3:34])[CH3:33].C(N(CC)C(C)C)(C)C.C(P1(=O)OP(CCC)(=O)OP(CCC)(=O)O1)CC. The catalyst is CN(C)C=O.ClCCl.O.CO. The product is [Si:32]([O:39][CH2:40][CH2:41][N:42]([CH:43]([CH3:45])[CH3:44])[C:29]([C:10]1[C:9]([O:8][CH2:1][C:2]2[CH:3]=[CH:4][CH:5]=[CH:6][CH:7]=2)=[C:14]([OH:15])[N:13]=[C:12]([CH2:16][C:17]2[C:22]([C:23]3[CH:28]=[CH:27][CH:26]=[CH:25][CH:24]=3)=[CH:21][CH:20]=[CH:19][N:18]=2)[N:11]=1)=[O:30])([C:35]([CH3:38])([CH3:37])[CH3:36])([CH3:34])[CH3:33]. The yield is 0.365. (2) The reactants are [CH2:1]([O:5][C:6]1[CH:11]=[CH:10][CH:9]=[CH:8][C:7]=1I)[CH:2]=[CH:3][CH3:4].[C:13]([O-])([O-])=O.[Na+].[Na+].CC([O-])=O.[Na+]. The catalyst is CN(C=O)C.[N+](CCCC)(CCCC)(CCCC)CCCC.[Cl-].CCOC(C)=O.CC([O-])=O.CC([O-])=O.[Pd+2]. The product is [CH2:3]([C:2]1[C:7]2[CH:8]=[CH:9][CH:10]=[CH:11][C:6]=2[O:5][CH:1]=1)[CH2:4][CH3:13]. The yield is 0.810. (3) The reactants are [CH3:1][C:2]1[CH:11]=[CH:10][C:9]2[C:4](=[CH:5][CH:6]=[CH:7][C:8]=2[N:12]2[CH2:17][CH2:16][N:15]([CH2:18][CH2:19][C:20]3[CH:21]=[C:22]([CH:24]=[CH:25][CH:26]=3)[NH2:23])[CH2:14][CH2:13]2)[N:3]=1.[CH3:27][CH:28]([CH3:33])[CH2:29][C:30](Cl)=[O:31]. No catalyst specified. The product is [CH3:27][CH:28]([CH3:33])[CH2:29][C:30]([NH:23][C:22]1[CH:24]=[CH:25][CH:26]=[C:20]([CH2:19][CH2:18][N:15]2[CH2:14][CH2:13][N:12]([C:8]3[CH:7]=[CH:6][CH:5]=[C:4]4[C:9]=3[CH:10]=[CH:11][C:2]([CH3:1])=[N:3]4)[CH2:17][CH2:16]2)[CH:21]=1)=[O:31]. The yield is 0.640. (4) The reactants are C[O:2][C:3](=O)[CH2:4][CH2:5][C:6](=O)[C:7]1[CH:23]=[CH:22][C:10]2[CH2:11][CH2:12][N:13]([C:16](=[O:21])[C:17]([F:20])([F:19])[F:18])[CH2:14][CH2:15][C:9]=2[CH:8]=1.[CH3:26][NH:27][NH2:28]. The catalyst is C(O)(C)C. The product is [CH3:26][N:27]1[C:3](=[O:2])[CH2:4][CH2:5][C:6]([C:7]2[CH:23]=[CH:22][C:10]3[CH2:11][CH2:12][N:13]([C:16](=[O:21])[C:17]([F:20])([F:19])[F:18])[CH2:14][CH2:15][C:9]=3[CH:8]=2)=[N:28]1. The yield is 0.910. (5) The product is [C:26]1([C:12]2[CH:13]=[C:14]([C:17]3([CH2:23][OH:24])[CH2:18][CH2:19][O:20][CH2:21][CH2:22]3)[CH:15]=[CH:16][C:11]=2[NH:10][C:8]([C:5]2[NH:6][CH:7]=[C:3]([C:1]#[N:2])[N:4]=2)=[O:9])[CH2:31][CH2:30][CH2:29][CH2:28][CH:27]=1. The catalyst is C1COCC1.CCOC(C)=O. The yield is 0.700. The reactants are [C:1]([C:3]1[N:4]=[C:5]([C:8]([NH:10][C:11]2[CH:16]=[CH:15][C:14]([C:17]3([C:23](O)=[O:24])[CH2:22][CH2:21][O:20][CH2:19][CH2:18]3)=[CH:13][C:12]=2[C:26]2[CH2:31][CH2:30][CH2:29][CH2:28][CH:27]=2)=[O:9])[NH:6][CH:7]=1)#[N:2].C(N(CC)CC)C.ClC(OCC)=O.[BH4-].[Na+].C(O)(=O)CC(CC(O)=O)(C(O)=O)O.